From a dataset of Full USPTO retrosynthesis dataset with 1.9M reactions from patents (1976-2016). Predict the reactants needed to synthesize the given product. The reactants are: [OH:1][C:2]([CH3:14])([CH3:13])[C:3]([C:5]1[CH:10]=[CH:9][C:8]([CH2:11][OH:12])=[CH:7][CH:6]=1)=[O:4].[O:15]=[C:16]([C:20]1[CH:25]=[CH:24][CH:23]=[CH:22][CH:21]=1)[C:17](Cl)=[O:18]. Given the product [O:15]=[C:16]([C:20]1[CH:25]=[CH:24][CH:23]=[CH:22][CH:21]=1)[C:17]([O:12][CH2:11][C:8]1[CH:9]=[CH:10][C:5]([C:3](=[O:4])[C:2]([OH:1])([CH3:14])[CH3:13])=[CH:6][CH:7]=1)=[O:18], predict the reactants needed to synthesize it.